This data is from Full USPTO retrosynthesis dataset with 1.9M reactions from patents (1976-2016). The task is: Predict the reactants needed to synthesize the given product. (1) Given the product [Cl:12][C:13]1[C:32]([C:36]#[N:38])=[C:27]2[N:26]([C:24]=1[C:20]1[CH:19]=[N:18][CH:23]=[CH:22][CH:21]=1)[CH2:31][CH2:30][CH2:29][CH2:28]2, predict the reactants needed to synthesize it. The reactants are: C1(C)C=CC(S(Cl)(=O)=O)=CC=1.[Cl:12][C:13](=CCl)C#N.[N:18]1[CH:23]=[CH:22][CH:21]=[C:20]([C:24]([N:26]2[CH2:31][CH2:30][CH2:29][CH2:28][CH:27]2[C:32]([O-])=O)=O)[CH:19]=1.[Na+].[CH2:36]([N:38](CC)CC)C. (2) Given the product [CH2:1]([O:5][CH2:6][CH2:7][O:8][C:9]1[CH:10]=[CH:11][C:12]([C:15]2[CH:16]=[CH:17][C:18]3[N:24]([CH2:25][CH:26]([CH3:27])[CH3:28])[CH2:23][CH2:22][C:21]([C:29]([NH:31][C:32]4[CH:33]=[CH:34][C:35]([S:38]([CH2:39][C:40]5[CH:41]=[N:42][C:43]([CH3:46])=[CH:44][CH:45]=5)=[O:56])=[CH:36][CH:37]=4)=[O:30])=[CH:20][C:19]=3[CH:47]=2)=[CH:13][CH:14]=1)[CH2:2][CH2:3][CH3:4], predict the reactants needed to synthesize it. The reactants are: [CH2:1]([O:5][CH2:6][CH2:7][O:8][C:9]1[CH:14]=[CH:13][C:12]([C:15]2[CH:16]=[CH:17][C:18]3[N:24]([CH2:25][CH:26]([CH3:28])[CH3:27])[CH2:23][CH2:22][C:21]([C:29]([NH:31][C:32]4[CH:37]=[CH:36][C:35]([S:38][CH2:39][C:40]5[CH:41]=[N:42][C:43]([CH3:46])=[CH:44][CH:45]=5)=[CH:34][CH:33]=4)=[O:30])=[CH:20][C:19]=3[CH:47]=2)=[CH:11][CH:10]=1)[CH2:2][CH2:3][CH3:4].ClC1C=CC=C(C(OO)=[O:56])C=1.S([O-])([O-])(=O)=S.[Na+].[Na+]. (3) Given the product [C:1]([O:5][C:6]([N:8]1[C:16]2[C:11](=[CH:12][CH:13]=[C:14]([Cl:17])[CH:15]=2)[C:10]2([CH2:18][NH:19][CH2:20]2)[CH2:9]1)=[O:7])([CH3:4])([CH3:2])[CH3:3], predict the reactants needed to synthesize it. The reactants are: [C:1]([O:5][C:6]([N:8]1[C:16]2[C:11](=[CH:12][CH:13]=[C:14]([Cl:17])[CH:15]=2)[C:10]2([CH2:20][N:19](C(C3C=CC=CC=3)C3C=CC=CC=3)[CH2:18]2)[CH2:9]1)=[O:7])([CH3:4])([CH3:3])[CH3:2].ClC(OC(Cl)C)=O.CCN(C(C)C)C(C)C.CO. (4) Given the product [N:1]([CH2:4][C@@H:5]([NH2:13])[CH2:6][C:7]1[CH:12]=[CH:11][CH:10]=[CH:9][CH:8]=1)=[N+:2]=[N-:3], predict the reactants needed to synthesize it. The reactants are: [N:1]([CH2:4][C@@H:5]([NH:13]C(=O)OC(C)(C)C)[CH2:6][C:7]1[CH:12]=[CH:11][CH:10]=[CH:9][CH:8]=1)=[N+:2]=[N-:3].O1CCOCC1. (5) The reactants are: [CH2:1]([NH2:5])[CH2:2][CH2:3][CH3:4].Cl[CH2:7][C:8]1[NH:9][C:10]2[CH:16]=[CH:15][CH:14]=[CH:13][C:11]=2[N:12]=1. Given the product [CH2:1]([NH:5][CH2:7][C:8]1[NH:9][C:10]2[CH:16]=[CH:15][CH:14]=[CH:13][C:11]=2[N:12]=1)[CH2:2][CH2:3][CH3:4], predict the reactants needed to synthesize it.